Dataset: Forward reaction prediction with 1.9M reactions from USPTO patents (1976-2016). Task: Predict the product of the given reaction. (1) Given the reactants [CH3:1][C:2]1[N:3]=[C:4]([NH:7][C:8]([C:10]2[C:15]([NH2:16])=[CH:14][CH:13]=[C:12]([CH3:17])[N:11]=2)=[O:9])[S:5][CH:6]=1.Br[C:19]1[CH:20]=[N:21][CH:22]=[CH:23][CH:24]=1, predict the reaction product. The product is: [CH3:1][C:2]1[N:3]=[C:4]([NH:7][C:8]([C:10]2[C:15]([NH:16][C:19]3[CH:20]=[N:21][CH:22]=[CH:23][CH:24]=3)=[CH:14][CH:13]=[C:12]([CH3:17])[N:11]=2)=[O:9])[S:5][CH:6]=1. (2) Given the reactants Br[C:2]1[CH:7]=[CH:6][C:5]([C:8]([N:10]2[CH2:15][CH2:14][N:13]([C:16]3[C:21]([CH3:22])=[CH:20][C:19]([CH3:23])=[CH:18][N:17]=3)[CH2:12][CH2:11]2)=[O:9])=[C:4]([S:24]([CH3:27])(=[O:26])=[O:25])[CH:3]=1.[CH3:28][CH:29]1[NH:33][C:32](=[O:34])[CH2:31][CH2:30]1, predict the reaction product. The product is: [CH3:22][C:21]1[C:16]([N:13]2[CH2:14][CH2:15][N:10]([C:8]([C:5]3[CH:6]=[CH:7][C:2]([N:33]4[CH:29]([CH3:28])[CH2:30][CH2:31][C:32]4=[O:34])=[CH:3][C:4]=3[S:24]([CH3:27])(=[O:26])=[O:25])=[O:9])[CH2:11][CH2:12]2)=[N:17][CH:18]=[C:19]([CH3:23])[CH:20]=1. (3) Given the reactants [Cl:1][C:2]1[C:3]([NH:19][C:20]2[CH:24]=[C:23]([O:25][CH3:26])[NH:22][N:21]=2)=[N:4][C:5]([NH:9][C@H:10]([C:12]2[N:17]=[CH:16][C:15]([F:18])=[CH:14][N:13]=2)[CH3:11])=[N:6][C:7]=1Cl.C[C:28]([N:30](C)C)=O, predict the reaction product. The product is: [Cl:1][C:2]1[C:7]([C:28]#[N:30])=[N:6][C:5]([NH:9][C@H:10]([C:12]2[N:17]=[CH:16][C:15]([F:18])=[CH:14][N:13]=2)[CH3:11])=[N:4][C:3]=1[NH:19][C:20]1[CH:24]=[C:23]([O:25][CH3:26])[NH:22][N:21]=1. (4) Given the reactants [N:1]1[CH:6]=[CH:5][N:4]=[CH:3][C:2]=1[C:7](=O)[CH2:8][C:9](=O)[C:10]([O:12][CH3:13])=[O:11].[Cl:16][C:17]1[N:18]=[N:19][C:20]([NH:23][NH2:24])=[CH:21][CH:22]=1.Cl.C(=O)(O)[O-].[Na+], predict the reaction product. The product is: [Cl:16][C:17]1[N:18]=[N:19][C:20]([N:23]2[C:7]([C:2]3[CH:3]=[N:4][CH:5]=[CH:6][N:1]=3)=[CH:8][C:9]([C:10]([O:12][CH3:13])=[O:11])=[N:24]2)=[CH:21][CH:22]=1. (5) Given the reactants [CH3:1][O:2][C:3]([C:5]1[CH:16]=[C:15]([CH3:17])[C:8]2[N:9]=[C:10]([CH2:12][CH2:13][CH3:14])[NH:11][C:7]=2[CH:6]=1)=[O:4].[H-].[Na+].[C:20]([O:24][C:25]([C:27]1[C:28]([C:33]2[CH:38]=[CH:37][C:36]([CH2:39]Br)=[CH:35][CH:34]=2)=[CH:29][CH:30]=[CH:31][CH:32]=1)=[O:26])([CH3:23])([CH3:22])[CH3:21], predict the reaction product. The product is: [CH3:1][O:2][C:3]([C:5]1[CH:16]=[C:15]([CH3:17])[C:8]2[N:9]=[C:10]([CH2:12][CH2:13][CH3:14])[N:11]([CH2:39][C:36]3[CH:37]=[CH:38][C:33]([C:28]4[CH:29]=[CH:30][CH:31]=[CH:32][C:27]=4[C:25]([O:24][C:20]([CH3:23])([CH3:22])[CH3:21])=[O:26])=[CH:34][CH:35]=3)[C:7]=2[CH:6]=1)=[O:4].